Dataset: M1 muscarinic receptor antagonist screen with 61,756 compounds. Task: Binary Classification. Given a drug SMILES string, predict its activity (active/inactive) in a high-throughput screening assay against a specified biological target. (1) The compound is O=C(N(c1c2c(c(N(C(=O)C)C(=O)C)ccc2)ccc1)C(=O)C)C. The result is 0 (inactive). (2) The drug is S(CC(=O)N1CCc2c1cccc2)c1c(N)cccc1. The result is 0 (inactive). (3) The compound is O=C(Nc1cccnc1)/C=C1\N(C(Cc2c1cccc2)(C)C)C. The result is 0 (inactive). (4) The compound is s1c(C(Oc2cc3OCOc3cc2)=O)ccc1. The result is 0 (inactive).